Task: Predict the product of the given reaction.. Dataset: Forward reaction prediction with 1.9M reactions from USPTO patents (1976-2016) The product is: [C:19]([O:18][C:16]([N:14]1[CH2:13][CH:12]([CH2:11][N:8]2[C:9]3[C:5](=[CH:4][CH:3]=[C:2]([F:1])[CH:10]=3)[C:6]([C:23]3[N:24]=[C:25]4[C:31]([C:32]([OH:44])=[O:33])=[CH:30][N:29]([CH2:34][O:35][CH2:36][CH2:37][Si:38]([CH3:41])([CH3:40])[CH3:39])[C:26]4=[N:27][CH:28]=3)=[N:7]2)[CH2:15]1)=[O:17])([CH3:22])([CH3:21])[CH3:20]. Given the reactants [F:1][C:2]1[CH:10]=[C:9]2[C:5]([C:6]([C:23]3[N:24]=[C:25]4[C:31]([CH:32]=[O:33])=[CH:30][N:29]([CH2:34][O:35][CH2:36][CH2:37][Si:38]([CH3:41])([CH3:40])[CH3:39])[C:26]4=[N:27][CH:28]=3)=[N:7][N:8]2[CH2:11][CH:12]2[CH2:15][N:14]([C:16]([O:18][C:19]([CH3:22])([CH3:21])[CH3:20])=[O:17])[CH2:13]2)=[CH:4][CH:3]=1.S(=O)(=O)([OH:44])N.Cl([O-])=O.[Na+].P([O-])(O)(O)=O.[K+], predict the reaction product.